This data is from NCI-60 drug combinations with 297,098 pairs across 59 cell lines. The task is: Regression. Given two drug SMILES strings and cell line genomic features, predict the synergy score measuring deviation from expected non-interaction effect. (1) Cell line: A498. Drug 2: CCC1(CC2CC(C3=C(CCN(C2)C1)C4=CC=CC=C4N3)(C5=C(C=C6C(=C5)C78CCN9C7C(C=CC9)(C(C(C8N6C)(C(=O)OC)O)OC(=O)C)CC)OC)C(=O)OC)O.OS(=O)(=O)O. Drug 1: CC1=C(C=C(C=C1)NC2=NC=CC(=N2)N(C)C3=CC4=NN(C(=C4C=C3)C)C)S(=O)(=O)N.Cl. Synergy scores: CSS=40.0, Synergy_ZIP=11.4, Synergy_Bliss=14.5, Synergy_Loewe=-68.2, Synergy_HSA=11.5. (2) Synergy scores: CSS=-2.88, Synergy_ZIP=-2.10, Synergy_Bliss=-2.32, Synergy_Loewe=-13.6, Synergy_HSA=-5.02. Drug 1: CC12CCC(CC1=CCC3C2CCC4(C3CC=C4C5=CN=CC=C5)C)O. Drug 2: CN(C)C1=NC(=NC(=N1)N(C)C)N(C)C. Cell line: OVCAR3. (3) Drug 1: C1=CC(=CC=C1CCC2=CNC3=C2C(=O)NC(=N3)N)C(=O)NC(CCC(=O)O)C(=O)O. Drug 2: CC(C)CN1C=NC2=C1C3=CC=CC=C3N=C2N. Cell line: HOP-92. Synergy scores: CSS=10.9, Synergy_ZIP=-3.35, Synergy_Bliss=-0.617, Synergy_Loewe=-2.54, Synergy_HSA=0.324. (4) Drug 1: CC(C1=C(C=CC(=C1Cl)F)Cl)OC2=C(N=CC(=C2)C3=CN(N=C3)C4CCNCC4)N. Synergy scores: CSS=53.5, Synergy_ZIP=-3.75, Synergy_Bliss=-5.15, Synergy_Loewe=-5.20, Synergy_HSA=-3.65. Cell line: ACHN. Drug 2: C1=NC2=C(N1)C(=S)N=C(N2)N. (5) Drug 1: CC1CCC2CC(C(=CC=CC=CC(CC(C(=O)C(C(C(=CC(C(=O)CC(OC(=O)C3CCCCN3C(=O)C(=O)C1(O2)O)C(C)CC4CCC(C(C4)OC)O)C)C)O)OC)C)C)C)OC. Drug 2: B(C(CC(C)C)NC(=O)C(CC1=CC=CC=C1)NC(=O)C2=NC=CN=C2)(O)O. Cell line: A549. Synergy scores: CSS=57.1, Synergy_ZIP=1.97, Synergy_Bliss=4.41, Synergy_Loewe=-7.38, Synergy_HSA=7.07. (6) Drug 1: C1CC(=O)NC(=O)C1N2CC3=C(C2=O)C=CC=C3N. Drug 2: CC=C1C(=O)NC(C(=O)OC2CC(=O)NC(C(=O)NC(CSSCCC=C2)C(=O)N1)C(C)C)C(C)C. Cell line: TK-10. Synergy scores: CSS=48.1, Synergy_ZIP=3.92, Synergy_Bliss=2.92, Synergy_Loewe=-39.0, Synergy_HSA=3.19. (7) Drug 1: CC1=C(C=C(C=C1)NC2=NC=CC(=N2)N(C)C3=CC4=NN(C(=C4C=C3)C)C)S(=O)(=O)N.Cl. Drug 2: C1CCC(CC1)NC(=O)N(CCCl)N=O. Cell line: SN12C. Synergy scores: CSS=18.5, Synergy_ZIP=2.63, Synergy_Bliss=7.95, Synergy_Loewe=8.06, Synergy_HSA=8.01.